From a dataset of Reaction yield outcomes from USPTO patents with 853,638 reactions. Predict the reaction yield, written as a fraction of the theoretical maximum amount of product (1.0 means a 100% yield; for example, 0.34 means a 34% yield). (1) The reactants are F[P-](F)(F)(F)(F)F.N1(OC(N(C)C)=[N+](C)C)C2N=CC=CC=2N=N1.[CH3:25][N:26]([CH2:33][C:34]1[CH:42]=[CH:41][C:37]([C:38]([OH:40])=O)=[CH:36][CH:35]=1)[C:27]1[CH:32]=[CH:31][CH:30]=[CH:29][CH:28]=1.C(N(CC)C(C)C)(C)C.[NH2:52][C:53]1[CH:58]=[CH:57][C:56]([C:59]2[S:63][C:62]([N:64]=[C:65]([NH2:67])[NH2:66])=[N:61][C:60]=2[CH3:68])=[CH:55][CH:54]=1. The catalyst is CN(C)C=O. The product is [NH2:67][C:65]([NH:64][C:62]1[S:63][C:59]([C:56]2[CH:57]=[CH:58][C:53]([NH:52][C:38](=[O:40])[C:37]3[CH:36]=[CH:35][C:34]([CH2:33][N:26]([CH3:25])[C:27]4[CH:28]=[CH:29][CH:30]=[CH:31][CH:32]=4)=[CH:42][CH:41]=3)=[CH:54][CH:55]=2)=[C:60]([CH3:68])[N:61]=1)=[NH:66]. The yield is 0.500. (2) The reactants are Cl.[F:2][C:3]1[CH:59]=[N:58][C:6]2[N:7]([C:32]3[CH:33]=[C:34]([C:38]4[CH:43]=[CH:42][C:41]([CH2:44][N:45]5[CH2:50][CH2:49][N:48](C(OC(C)(C)C)=O)[CH2:47][CH2:46]5)=[CH:40][CH:39]=4)[CH:35]=[CH:36][CH:37]=3)[C:8](=[O:31])[N:9]([C@H:12]3[CH2:17][CH2:16][C@@H:15]([NH:18][C:19]([C:21]4[N:22]=[C:23]5[CH:28]=[CH:27][C:26]([F:29])=[CH:25][N:24]5[CH:30]=4)=[O:20])[CH2:14][CH2:13]3)[C:10](=[O:11])[C:5]=2[CH:4]=1. The catalyst is O1CCOCC1. The product is [F:29][C:26]1[CH:27]=[CH:28][C:23]2[N:24]([CH:30]=[C:21]([C:19]([NH:18][C@H:15]3[CH2:14][CH2:13][C@@H:12]([N:9]4[C:10](=[O:11])[C:5]5[CH:4]=[C:3]([F:2])[CH:59]=[N:58][C:6]=5[N:7]([C:32]5[CH:33]=[C:34]([C:38]6[CH:43]=[CH:42][C:41]([CH2:44][N:45]7[CH2:46][CH2:47][NH:48][CH2:49][CH2:50]7)=[CH:40][CH:39]=6)[CH:35]=[CH:36][CH:37]=5)[C:8]4=[O:31])[CH2:17][CH2:16]3)=[O:20])[N:22]=2)[CH:25]=1. The yield is 0.950. (3) The reactants are [CH2:1]([O:8][C:9](=[O:22])[NH:10][CH2:11][CH2:12][CH2:13][CH2:14][C:15]1[CH:20]=[CH:19][C:18]([OH:21])=[CH:17][CH:16]=1)[C:2]1[CH:7]=[CH:6][CH:5]=[CH:4][CH:3]=1.Br[CH2:24][CH2:25][CH2:26][C:27]#[N:28].C(=O)([O-])[O-].[K+].[K+]. The catalyst is CN(C=O)C. The product is [CH2:1]([O:8][C:9](=[O:22])[NH:10][CH2:11][CH2:12][CH2:13][CH2:14][C:15]1[CH:20]=[CH:19][C:18]([O:21][CH2:24][CH2:25][CH2:26][C:27]#[N:28])=[CH:17][CH:16]=1)[C:2]1[CH:7]=[CH:6][CH:5]=[CH:4][CH:3]=1. The yield is 0.750. (4) The reactants are [NH2:1][C:2]1[CH:10]=[C:9]([CH:11]([CH3:13])[CH3:12])[CH:8]=[CH:7][C:3]=1[C:4](O)=[O:5].[CH:14]([NH2:16])=O. No catalyst specified. The product is [CH:11]([C:9]1[CH:10]=[C:2]2[C:3]([C:4](=[O:5])[NH:16][CH:14]=[N:1]2)=[CH:7][CH:8]=1)([CH3:13])[CH3:12]. The yield is 0.340. (5) The reactants are [O:1]=[C:2]([C:15]1[CH:20]=[C:19]([F:21])[C:18]([F:22])=[C:17]([F:23])[CH:16]=1)[CH2:3][CH2:4][CH2:5][CH2:6][NH:7]C(=O)OC(C)(C)C. The catalyst is FC(F)(F)C(O)=O.ClCCl. The product is [NH2:7][CH2:6][CH2:5][CH2:4][CH2:3][C:2]([C:15]1[CH:16]=[C:17]([F:23])[C:18]([F:22])=[C:19]([F:21])[CH:20]=1)=[O:1]. The yield is 0.880. (6) The reactants are [Si:1]([NH:8][C:9]1[N:10]=[C:11]([Cl:18])[C:12]2[CH:17]=[CH:16][NH:15][C:13]=2[N:14]=1)([C:4]([CH3:7])([CH3:6])[CH3:5])([CH3:3])[CH3:2].CI.[C:21]([O-])([O-])=O.[K+].[K+].O. The catalyst is CN(C=O)C. The product is [Si:1]([NH:8][C:9]1[N:10]=[C:11]([Cl:18])[C:12]2[CH:17]=[CH:16][N:15]([CH3:21])[C:13]=2[N:14]=1)([C:4]([CH3:7])([CH3:5])[CH3:6])([CH3:3])[CH3:2]. The yield is 1.00. (7) The reactants are C(OC([N:8]1[CH2:16][C:15]2[C:10](=[CH:11][CH:12]=[C:13](I)[CH:14]=2)[CH2:9]1)=O)(C)(C)C.C1([As](C2C=CC=CC=2)C2C=CC=CC=2)C=CC=CC=1.[CH2:37]([O:39]C([Sn](CCCC)(CCCC)CCCC)=C)[CH3:38]. The catalyst is O1CCOCC1.C([O-])(=O)C.[Pd+2].C([O-])(=O)C. The product is [CH2:9]1[C:10]2[C:15](=[CH:14][C:13]([C:37](=[O:39])[CH3:38])=[CH:12][CH:11]=2)[CH2:16][NH:8]1. The yield is 0.950.